From a dataset of Reaction yield outcomes from USPTO patents with 853,638 reactions. Predict the reaction yield, written as a fraction of the theoretical maximum amount of product (1.0 means a 100% yield; for example, 0.34 means a 34% yield). (1) The reactants are [F:1][C:2]1[CH:21]=[CH:20][C:5]([O:6][C:7]2[CH:16]=[CH:15][C:14]([N+:17]([O-])=O)=[CH:13][C:8]=2[C:9]([O:11][CH3:12])=[O:10])=[CH:4][C:3]=1[NH:22][C:23](=[O:35])[CH2:24][C:25]1[CH:30]=[CH:29][CH:28]=[C:27]([C:31]([F:34])([F:33])[F:32])[CH:26]=1.O1CCCC1. The catalyst is CO.[C].[Pd]. The product is [NH2:17][C:14]1[CH:15]=[CH:16][C:7]([O:6][C:5]2[CH:20]=[CH:21][C:2]([F:1])=[C:3]([NH:22][C:23](=[O:35])[CH2:24][C:25]3[CH:30]=[CH:29][CH:28]=[C:27]([C:31]([F:34])([F:32])[F:33])[CH:26]=3)[CH:4]=2)=[C:8]([CH:13]=1)[C:9]([O:11][CH3:12])=[O:10]. The yield is 0.870. (2) The reactants are [C:1]([C:4]1[NH:20][C:7]2=[CH:8][C:9]3[C:10]([CH3:19])([CH3:18])[C:11](=[O:17])[N:12]([CH2:15][CH3:16])[C:13]=3[CH:14]=[C:6]2[N:5]=1)(=[O:3])[CH3:2].O.C1(C)C=CC(S(O)(=O)=O)=CC=1.[O:33]1[CH:38]=[CH:37][CH2:36][CH2:35][CH2:34]1. The catalyst is ClCCl. The product is [C:1]([C:4]1[N:20]([CH:34]2[CH2:35][CH2:36][CH2:37][CH2:38][O:33]2)[C:7]2=[CH:8][C:9]3[C:10]([CH3:19])([CH3:18])[C:11](=[O:17])[N:12]([CH2:15][CH3:16])[C:13]=3[CH:14]=[C:6]2[N:5]=1)(=[O:3])[CH3:2]. The yield is 0.440. (3) The reactants are [CH3:1][C@@H:2]1[CH:7]=[CH:6][CH2:5][C:4]([CH3:9])([CH3:8])[C@H:3]1[C:10](=[O:14])/[CH:11]=[CH:12]/[CH3:13].[CH2:15]([SH:19])[CH2:16][CH2:17][CH3:18]. No catalyst specified. The product is [CH2:15]([S:19][CH:12]([CH3:13])[CH2:11][C:10]([C@@H:3]1[C:4]([CH3:8])([CH3:9])[CH2:5][CH:6]=[CH:7][C@H:2]1[CH3:1])=[O:14])[CH2:16][CH2:17][CH3:18]. The yield is 0.840. (4) The reactants are [C-:1]#[N:2].[Na+].[NH2:4][C:5]1[CH:10]=[CH:9][C:8]([CH3:11])=[CH:7][CH:6]=1.[CH3:12][C:13]([CH3:15])=O.C(OCC)(=O)C. The catalyst is C(O)(=O)C. The product is [CH3:12][C:13]([NH:4][C:5]1[CH:10]=[CH:9][C:8]([CH3:11])=[CH:7][CH:6]=1)([CH3:15])[C:1]#[N:2]. The yield is 0.950. (5) The reactants are Br[C:2]1[N:7]=[CH:6][CH:5]=[CH:4][N:3]=1.C([Li])CCC.[O:13]1[C:17]2([CH2:22][CH2:21][C:20](=[O:23])[CH2:19][CH2:18]2)[O:16][CH2:15][CH2:14]1. The catalyst is C(Cl)Cl.CCCCCC. The product is [N:3]1[CH:4]=[CH:5][CH:6]=[N:7][C:2]=1[C:20]1([OH:23])[CH2:21][CH2:22][C:17]2([O:16][CH2:15][CH2:14][O:13]2)[CH2:18][CH2:19]1. The yield is 0.540. (6) The reactants are [Cl:1][C:2]1[C:7]2[N:8]=[C:9]([N:11]3[C:15](=[O:16])[CH:14]=[C:13]([C:17]4[CH:22]=[CH:21][CH:20]=[CH:19][CH:18]=4)[NH:12]3)[S:10][C:6]=2[CH:5]=[CH:4][CH:3]=1.CO[CH:25](OC)[N:26]([CH3:28])[CH3:27]. The catalyst is C1COCC1. The product is [Cl:1][C:2]1[C:7]2[N:8]=[C:9]([N:11]3[C:15](=[O:16])[C:14](=[CH:25][N:26]([CH3:28])[CH3:27])[C:13]([C:17]4[CH:22]=[CH:21][CH:20]=[CH:19][CH:18]=4)=[N:12]3)[S:10][C:6]=2[CH:5]=[CH:4][CH:3]=1. The yield is 0.890.